This data is from Full USPTO retrosynthesis dataset with 1.9M reactions from patents (1976-2016). The task is: Predict the reactants needed to synthesize the given product. Given the product [F:48][C:47]1[CH:46]=[CH:45][CH:44]=[C:43]([F:49])[C:42]=1[CH2:41][O:40][C:31]([C:28]1[CH:29]=[CH:30][C:25]([C:10]2([S:13]([C:16]3[CH:21]=[CH:20][C:19]([F:22])=[C:18]([CH2:23][CH3:24])[CH:17]=3)(=[O:15])=[O:14])[CH2:11][CH2:12][NH:8][CH2:9]2)=[CH:26][CH:27]=1)([C:32]([F:35])([F:33])[F:34])[C:36]([F:39])([F:38])[F:37], predict the reactants needed to synthesize it. The reactants are: C([N:8]1[CH2:12][CH2:11][C:10]([C:25]2[CH:30]=[CH:29][C:28]([C:31]([O:40][CH2:41][C:42]3[C:47]([F:48])=[CH:46][CH:45]=[CH:44][C:43]=3[F:49])([C:36]([F:39])([F:38])[F:37])[C:32]([F:35])([F:34])[F:33])=[CH:27][CH:26]=2)([S:13]([C:16]2[CH:21]=[CH:20][C:19]([F:22])=[C:18]([CH:23]=[CH2:24])[CH:17]=2)(=[O:15])=[O:14])[CH2:9]1)C1C=CC=CC=1.